This data is from Full USPTO retrosynthesis dataset with 1.9M reactions from patents (1976-2016). The task is: Predict the reactants needed to synthesize the given product. (1) The reactants are: [O:1]1[CH2:18][C@H:2]1[CH2:3][O:4][C:5]1[CH:17]=[CH:16][CH:15]=[CH:14][C:6]=1[CH:7]=[C:8]1[CH2:13][CH2:12][O:11][C:9]1=[O:10].[CH3:19][O:20][C:21]1[CH:22]=[C:23]2[C:28](=[CH:29][CH:30]=1)[CH:27]=[C:26]([CH:31]1[CH2:36][CH2:35][NH:34][CH2:33][CH2:32]1)[CH:25]=[CH:24]2. Given the product [OH:1][C@@H:2]([CH2:18][N:34]1[CH2:33][CH2:32][CH:31]([C:26]2[CH:25]=[CH:24][C:23]3[C:28](=[CH:29][CH:30]=[C:21]([O:20][CH3:19])[CH:22]=3)[CH:27]=2)[CH2:36][CH2:35]1)[CH2:3][O:4][C:5]1[CH:17]=[CH:16][CH:15]=[CH:14][C:6]=1[CH:7]=[C:8]1[CH2:13][CH2:12][O:11][C:9]1=[O:10], predict the reactants needed to synthesize it. (2) The reactants are: [OH:1][C:2]1[CH:9]=[CH:8][C:5]([CH:6]=[O:7])=[C:4]([I:10])[CH:3]=1.[CH3:11][O:12][C:13]1[CH:20]=[CH:19][C:16]([CH2:17]Cl)=[CH:15][CH:14]=1.C(N(C(C)C)C(C)C)C.[I-].[Na+]. Given the product [I:10][C:4]1[CH:3]=[C:2]([O:1][CH2:17][C:16]2[CH:19]=[CH:20][C:13]([O:12][CH3:11])=[CH:14][CH:15]=2)[CH:9]=[CH:8][C:5]=1[CH:6]=[O:7], predict the reactants needed to synthesize it. (3) Given the product [C:19]([O:18][C:16]([N:13]1[CH2:12][CH2:11][CH:10]([CH2:9][N:8]2[C:7]3[CH:6]=[CH:5][N:4]=[CH:3][C:2]=3[N:1]=[C:23]2[CH2:24][CH3:25])[CH2:15][CH2:14]1)=[O:17])([CH3:22])([CH3:21])[CH3:20], predict the reactants needed to synthesize it. The reactants are: [NH2:1][C:2]1[CH:3]=[N:4][CH:5]=[CH:6][C:7]=1[NH:8][CH2:9][CH:10]1[CH2:15][CH2:14][N:13]([C:16]([O:18][C:19]([CH3:22])([CH3:21])[CH3:20])=[O:17])[CH2:12][CH2:11]1.[C:23](OCC)(OCC)(OCC)[CH2:24][CH3:25]. (4) Given the product [C:14]([O:18][C:19]([N:21]1[CH2:27][CH2:26][CH2:25][N:24]([C:28]2[CH:33]=[CH:32][C:31]([N:34]3[CH2:7][CH2:6][C:5]4[C:10](=[CH:11][CH:12]=[C:3]([O:2][CH3:1])[CH:4]=4)[C:9]3=[O:13])=[CH:30][C:29]=2[O:35][CH3:36])[CH2:23][CH2:22]1)=[O:20])([CH3:17])([CH3:16])[CH3:15], predict the reactants needed to synthesize it. The reactants are: [CH3:1][O:2][C:3]1[CH:4]=[C:5]2[C:10](=[CH:11][CH:12]=1)[C:9](=[O:13])O[CH2:7][CH2:6]2.[C:14]([O:18][C:19]([N:21]1[CH2:27][CH2:26][CH2:25][N:24]([C:28]2[CH:33]=[CH:32][C:31]([NH2:34])=[CH:30][C:29]=2[O:35][CH3:36])[CH2:23][CH2:22]1)=[O:20])([CH3:17])([CH3:16])[CH3:15]. (5) Given the product [CH2:20]([N:27]1[CH2:28][CH2:29][CH:30]([C:33]([C:7]2[C:12]([CH3:13])=[C:11]([O:14][CH3:15])[C:10]([CH3:16])=[C:9]([CH3:17])[C:8]=2[O:18][CH3:19])([C:34]2[CH:35]=[CH:36][C:37]([CH:40]([CH3:42])[CH3:41])=[CH:38][CH:39]=2)[OH:43])[CH2:31][CH2:32]1)[C:21]1[CH:22]=[CH:23][CH:24]=[CH:25][CH:26]=1, predict the reactants needed to synthesize it. The reactants are: C([Li])CCC.Br[C:7]1[C:12]([CH3:13])=[C:11]([O:14][CH3:15])[C:10]([CH3:16])=[C:9]([CH3:17])[C:8]=1[O:18][CH3:19].[CH2:20]([N:27]1[CH2:32][CH2:31][CH:30]([C:33](=[O:43])[C:34]2[CH:39]=[CH:38][C:37]([CH:40]([CH3:42])[CH3:41])=[CH:36][CH:35]=2)[CH2:29][CH2:28]1)[C:21]1[CH:26]=[CH:25][CH:24]=[CH:23][CH:22]=1.